Dataset: Catalyst prediction with 721,799 reactions and 888 catalyst types from USPTO. Task: Predict which catalyst facilitates the given reaction. (1) Reactant: [CH3:1][N:2]1[CH:6]=[CH:5][C:4]([C:7]([F:10])([F:9])[F:8])=[N:3]1.C([Li])CCC.[B:16](OC)([O:19]C)[O:17]C. Product: [CH3:1][N:2]1[C:6]([B:16]([OH:19])[OH:17])=[CH:5][C:4]([C:7]([F:10])([F:9])[F:8])=[N:3]1. The catalyst class is: 7. (2) The catalyst class is: 20. Product: [CH3:1][S:2]([C:5]1[CH:6]=[C:7]([C:11]2[O:15][C:14]([C:16]3[N:20]([CH2:21][C:22]([OH:24])=[O:23])[N:19]=[C:18]([C:27]([F:30])([F:28])[F:29])[CH:17]=3)=[CH:13][CH:12]=2)[CH:8]=[CH:9][CH:10]=1)(=[O:4])=[O:3]. Reactant: [CH3:1][S:2]([C:5]1[CH:6]=[C:7]([C:11]2[O:15][C:14]([C:16]3[N:20]([CH2:21][C:22]([O:24]CC)=[O:23])[N:19]=[C:18]([C:27]([F:30])([F:29])[F:28])[CH:17]=3)=[CH:13][CH:12]=2)[CH:8]=[CH:9][CH:10]=1)(=[O:4])=[O:3].[OH-].[Li+]. (3) Reactant: C(O[C@H](C)[C@H](NC(C1(CO)CCCN1C(OC(C)(C)C)=O)=O)C(=O)N1CCCC1)(=[O:3])C.[C:32]1([P:38]([C:45]2[CH:50]=[CH:49][CH:48]=[CH:47][CH:46]=2)[C:39]2[CH:44]=[CH:43][CH:42]=[CH:41][CH:40]=2)[CH:37]=[CH:36][CH:35]=[CH:34][CH:33]=1. Product: [CH:48]1[CH:49]=[CH:50][C:45]([P:38]([C:32]2[CH:33]=[CH:34][CH:35]=[CH:36][CH:37]=2)([C:39]2[CH:44]=[CH:43][CH:42]=[CH:41][CH:40]=2)=[O:3])=[CH:46][CH:47]=1. The catalyst class is: 1. (4) Reactant: Cl[C:2]1[C:7]([N+:8]([O-:10])=[O:9])=[CH:6][N:5]=[C:4]2[CH2:11][CH2:12][CH2:13][C:3]=12.[CH3:14][C:15]1([NH:21][C:22](=[O:28])[O:23][C:24]([CH3:27])([CH3:26])[CH3:25])[CH2:20][CH2:19][CH2:18][NH:17][CH2:16]1.C(N(CC)CC)C. Product: [CH3:14][C:15]1([NH:21][C:22](=[O:28])[O:23][C:24]([CH3:27])([CH3:26])[CH3:25])[CH2:20][CH2:19][CH2:18][N:17]([C:2]2[C:7]([N+:8]([O-:10])=[O:9])=[CH:6][N:5]=[C:4]3[CH2:11][CH2:12][CH2:13][C:3]=23)[CH2:16]1. The catalyst class is: 32.